Dataset: Full USPTO retrosynthesis dataset with 1.9M reactions from patents (1976-2016). Task: Predict the reactants needed to synthesize the given product. (1) Given the product [Si:1]([O:8][C@H:9]([CH:27]=[O:28])[C@@H:10]([NH:20][S@:21]([C:23]([CH3:26])([CH3:25])[CH3:24])=[O:22])[CH2:11][C:12]1[CH:17]=[C:16]([F:18])[CH:15]=[C:14]([Cl:19])[CH:13]=1)([C:4]([CH3:6])([CH3:7])[CH3:5])([CH3:3])[CH3:2], predict the reactants needed to synthesize it. The reactants are: [Si:1]([O:8][C@H:9]([CH2:27][OH:28])[C@@H:10]([NH:20][S@:21]([C:23]([CH3:26])([CH3:25])[CH3:24])=[O:22])[CH2:11][C:12]1[CH:17]=[C:16]([F:18])[CH:15]=[C:14]([Cl:19])[CH:13]=1)([C:4]([CH3:7])([CH3:6])[CH3:5])([CH3:3])[CH3:2].C(=O)(O)[O-].[Na+].CC(OI1(OC(C)=O)(OC(C)=O)OC(=O)C2C1=CC=CC=2)=O.S([O-])([O-])(=O)=S.[Na+].[Na+]. (2) Given the product [NH2:24][CH2:23][CH2:22][CH:21]([C:17]1[CH:18]=[CH:19][CH:20]=[C:15]([S:14][CH2:13][CH2:12][CH2:11][CH:5]2[CH2:10][CH2:9][CH2:8][CH2:7][CH2:6]2)[CH:16]=1)[OH:25], predict the reactants needed to synthesize it. The reactants are: B.CSC.[CH:5]1([CH2:11][CH2:12][CH2:13][S:14][C:15]2[CH:16]=[C:17]([CH:21]([OH:25])[CH2:22][C:23]#[N:24])[CH:18]=[CH:19][CH:20]=2)[CH2:10][CH2:9][CH2:8][CH2:7][CH2:6]1.